Dataset: Full USPTO retrosynthesis dataset with 1.9M reactions from patents (1976-2016). Task: Predict the reactants needed to synthesize the given product. Given the product [C:12]([O:11][C:9](=[O:10])[NH:8][C:5]1[CH:6]=[CH:7][C:2]([F:1])=[CH:3][CH:4]=1)([CH3:15])([CH3:14])[CH3:13], predict the reactants needed to synthesize it. The reactants are: [F:1][C:2]1[CH:7]=[CH:6][C:5]([NH2:8])=[CH:4][CH:3]=1.[C:9](O[C:9]([O:11][C:12]([CH3:15])([CH3:14])[CH3:13])=[O:10])([O:11][C:12]([CH3:15])([CH3:14])[CH3:13])=[O:10].